This data is from NCI-60 drug combinations with 297,098 pairs across 59 cell lines. The task is: Regression. Given two drug SMILES strings and cell line genomic features, predict the synergy score measuring deviation from expected non-interaction effect. (1) Drug 1: CC12CCC3C(C1CCC2=O)CC(=C)C4=CC(=O)C=CC34C. Drug 2: CC1=C(C=C(C=C1)C(=O)NC2=CC(=CC(=C2)C(F)(F)F)N3C=C(N=C3)C)NC4=NC=CC(=N4)C5=CN=CC=C5. Cell line: MDA-MB-435. Synergy scores: CSS=41.6, Synergy_ZIP=2.17, Synergy_Bliss=4.29, Synergy_Loewe=1.95, Synergy_HSA=1.73. (2) Drug 1: CC1C(C(CC(O1)OC2CC(CC3=C2C(=C4C(=C3O)C(=O)C5=C(C4=O)C(=CC=C5)OC)O)(C(=O)C)O)N)O.Cl. Drug 2: CC1C(C(=O)NC(C(=O)N2CCCC2C(=O)N(CC(=O)N(C(C(=O)O1)C(C)C)C)C)C(C)C)NC(=O)C3=C4C(=C(C=C3)C)OC5=C(C(=O)C(=C(C5=N4)C(=O)NC6C(OC(=O)C(N(C(=O)CN(C(=O)C7CCCN7C(=O)C(NC6=O)C(C)C)C)C)C(C)C)C)N)C. Cell line: HCT-15. Synergy scores: CSS=15.3, Synergy_ZIP=-3.01, Synergy_Bliss=2.73, Synergy_Loewe=0.546, Synergy_HSA=0.810. (3) Synergy scores: CSS=7.26, Synergy_ZIP=4.97, Synergy_Bliss=5.23, Synergy_Loewe=-9.66, Synergy_HSA=-1.29. Drug 1: C1CN(P(=O)(OC1)NCCCl)CCCl. Cell line: HOP-62. Drug 2: C1C(C(OC1N2C=NC(=NC2=O)N)CO)O. (4) Drug 1: CC1=CC=C(C=C1)C2=CC(=NN2C3=CC=C(C=C3)S(=O)(=O)N)C(F)(F)F. Drug 2: CN(CCCl)CCCl.Cl. Cell line: BT-549. Synergy scores: CSS=19.0, Synergy_ZIP=-4.57, Synergy_Bliss=-2.15, Synergy_Loewe=-8.22, Synergy_HSA=-1.38.